Dataset: TCR-epitope binding with 47,182 pairs between 192 epitopes and 23,139 TCRs. Task: Binary Classification. Given a T-cell receptor sequence (or CDR3 region) and an epitope sequence, predict whether binding occurs between them. The epitope is RLDKVEAEV. The TCR CDR3 sequence is CASSLGSAGQVGGTQYF. Result: 0 (the TCR does not bind to the epitope).